Dataset: Forward reaction prediction with 1.9M reactions from USPTO patents (1976-2016). Task: Predict the product of the given reaction. The product is: [F:10][C:11]1[CH:16]=[CH:15][C:14]([C:2]2[CH:6]=[CH:5][S:4][C:3]=2[C:7]([OH:9])=[O:8])=[CH:13][CH:12]=1. Given the reactants Br[C:2]1[CH:6]=[CH:5][S:4][C:3]=1[C:7]([OH:9])=[O:8].[F:10][C:11]1[CH:16]=[CH:15][C:14](B(O)O)=[CH:13][CH:12]=1, predict the reaction product.